From a dataset of Reaction yield outcomes from USPTO patents with 853,638 reactions. Predict the reaction yield, written as a fraction of the theoretical maximum amount of product (1.0 means a 100% yield; for example, 0.34 means a 34% yield). The reactants are Br[C:2]1[CH:3]=[C:4]2[C:9](=[CH:10][CH:11]=1)[N:8]=[CH:7][C:6]([C:12]([CH:14]1[CH2:16][CH2:15]1)=[O:13])=[C:5]2[NH:17][C:18]1[CH:19]=[CH:20][C:21]([N:24]2[CH2:28][CH2:27][CH:26]([NH:29]C(=O)OC(C)(C)C)[CH2:25]2)=[N:22][CH:23]=1.[Cl:37][C:38]1[CH:43]=[C:42](B2OC(C)(C)C(C)(C)O2)[CH:41]=[C:40]([F:53])[C:39]=1[OH:54]. No catalyst specified. The product is [NH2:29][CH:26]1[CH2:27][CH2:28][N:24]([C:21]2[N:22]=[CH:23][C:18]([NH:17][C:5]3[C:4]4[C:9](=[CH:10][CH:11]=[C:2]([C:42]5[CH:41]=[C:40]([F:53])[C:39]([OH:54])=[C:38]([Cl:37])[CH:43]=5)[CH:3]=4)[N:8]=[CH:7][C:6]=3[C:12]([CH:14]3[CH2:15][CH2:16]3)=[O:13])=[CH:19][CH:20]=2)[CH2:25]1. The yield is 0.230.